Dataset: Reaction yield outcomes from USPTO patents with 853,638 reactions. Task: Predict the reaction yield, written as a fraction of the theoretical maximum amount of product (1.0 means a 100% yield; for example, 0.34 means a 34% yield). The reactants are [S:1]1[C:5]2[NH:6][CH:7]=[C:8]([CH2:9][CH2:10][NH2:11])[C:4]=2[CH:3]=[CH:2]1.C([O-])([O-])=O.[K+].[K+].[C:18]([O:22][C:23](O[C:23]([O:22][C:18]([CH3:21])([CH3:20])[CH3:19])=[O:24])=[O:24])([CH3:21])([CH3:20])[CH3:19]. The catalyst is CC(C)=O.O. The product is [C:18]([O:22][C:23]([NH:11][CH2:10][CH2:9][C:8]1[C:4]2[CH:3]=[CH:2][S:1][C:5]=2[NH:6][CH:7]=1)=[O:24])([CH3:21])([CH3:20])[CH3:19]. The yield is 0.580.